This data is from Reaction yield outcomes from USPTO patents with 853,638 reactions. The task is: Predict the reaction yield, written as a fraction of the theoretical maximum amount of product (1.0 means a 100% yield; for example, 0.34 means a 34% yield). (1) The reactants are FC(F)(F)C(O)=O.C(OC([N:15]1[C:20]2[CH:21]=[C:22]([Cl:29])[C:23]([NH:25][C:26](=[O:28])[CH3:27])=[CH:24][C:19]=2[O:18][CH:17]([C:30]([N:32]2[CH2:37][CH2:36][C:35]([C:46]#[N:47])([CH2:38][C:39]3[CH:44]=[CH:43][C:42]([F:45])=[CH:41][CH:40]=3)[CH2:34][CH2:33]2)=[O:31])[CH2:16]1)=O)(C)(C)C. The catalyst is C(Cl)Cl. The product is [Cl:29][C:22]1[C:23]([NH:25][C:26](=[O:28])[CH3:27])=[CH:24][C:19]2[O:18][CH:17]([C:30]([N:32]3[CH2:37][CH2:36][C:35]([C:46]#[N:47])([CH2:38][C:39]4[CH:44]=[CH:43][C:42]([F:45])=[CH:41][CH:40]=4)[CH2:34][CH2:33]3)=[O:31])[CH2:16][NH:15][C:20]=2[CH:21]=1. The yield is 0.735. (2) The reactants are [CH3:1][O:2][C:3]1[CH:4]=[C:5]([CH:11]=[CH:12][C:13]=1[O:14][CH2:15][CH2:16][NH2:17])[C:6]([O:8]CC)=[O:7].[CH3:18][O:19][C:20]1[CH:21]=[C:22]([CH2:37][C:38](O)=[O:39])[CH:23]=[CH:24][C:25]=1[NH:26][C:27]([NH:29][C:30]1[CH:35]=[CH:34][CH:33]=[CH:32][C:31]=1[CH3:36])=[O:28].CCN(CC)CC.[OH-].[Na+]. The catalyst is C1COCC1. The product is [CH3:1][O:2][C:3]1[CH:4]=[C:5]([CH:11]=[CH:12][C:13]=1[O:14][CH2:15][CH2:16][NH:17][C:38](=[O:39])[CH2:37][C:22]1[CH:23]=[CH:24][C:25]([NH:26][C:27]([NH:29][C:30]2[CH:35]=[CH:34][CH:33]=[CH:32][C:31]=2[CH3:36])=[O:28])=[C:20]([O:19][CH3:18])[CH:21]=1)[C:6]([OH:8])=[O:7]. The yield is 0.200. (3) The yield is 0.710. The reactants are [Cl:1][C:2]1[CH:3]=[C:4]([CH:7]=[C:8]([Cl:10])[CH:9]=1)[CH2:5][NH2:6].[N+:11]([C:14]1[CH:21]=[CH:20][C:17]([CH:18]=O)=[CH:16][CH:15]=1)([O-:13])=[O:12]. The product is [ClH:1].[Cl:1][C:2]1[CH:3]=[C:4]([CH:7]=[C:8]([Cl:10])[CH:9]=1)[CH2:5][NH:6][CH2:18][C:17]1[CH:20]=[CH:21][C:14]([N+:11]([O-:13])=[O:12])=[CH:15][CH:16]=1. No catalyst specified.